Dataset: Full USPTO retrosynthesis dataset with 1.9M reactions from patents (1976-2016). Task: Predict the reactants needed to synthesize the given product. (1) Given the product [OH:19][C:14]1[CH:15]=[CH:16][CH:17]=[CH:18][C:13]=1[C:8]1[N:31]([CH2:23][CH2:24][C:25]2[CH:30]=[CH:29][CH:28]=[CH:27][CH:26]=2)[C:10](=[O:12])[C:11]2[C:6](=[CH:5][CH:4]=[CH:3][C:2]=2[NH:31][CH2:23][CH2:24][C:25]2[CH:30]=[CH:29][CH:28]=[CH:27][CH:26]=2)[N:7]=1, predict the reactants needed to synthesize it. The reactants are: Cl[C:2]1[C:11]2[C:10](=[O:12])O[C:8]([C:13]3[CH:18]=[CH:17][CH:16]=[CH:15][C:14]=3[O:19]C(=O)C)=[N:7][C:6]=2[CH:5]=[CH:4][CH:3]=1.[CH2:23]([NH2:31])[CH2:24][C:25]1[CH:30]=[CH:29][CH:28]=[CH:27][CH:26]=1. (2) Given the product [NH2:26][C:27]1[C:44]([N+:45]([O-:47])=[O:46])=[CH:43][C:30]([C:31]([NH:33][C:34]2[CH:42]=[CH:41][C:37]3[N:38]=[CH:39][S:40][C:36]=3[CH:35]=2)=[O:32])=[C:29]([N:53]2[CH2:54][CH2:55][N:50]([CH3:49])[CH2:51][CH2:52]2)[CH:28]=1, predict the reactants needed to synthesize it. The reactants are: S1C2C=C(NC(=O)C3C=C([N+]([O-])=O)C(F)=CC=3Cl)C=CC=2N=C1.[NH4+].[OH-].[NH2:26][C:27]1[C:44]([N+:45]([O-:47])=[O:46])=[CH:43][C:30]([C:31]([NH:33][C:34]2[CH:42]=[CH:41][C:37]3[N:38]=[CH:39][S:40][C:36]=3[CH:35]=2)=[O:32])=[C:29](Cl)[CH:28]=1.[CH3:49][N:50]1[CH2:55][CH2:54][NH:53][CH2:52][CH2:51]1. (3) Given the product [Cl:30][CH2:29][CH2:28][CH2:27][N:13]([CH2:12][CH2:11][C:8]1[CH:7]=[CH:6][C:5]([C:3]#[N:4])=[CH:10][CH:9]=1)[C:14](=[O:20])[O:15][C:16]([CH3:17])([CH3:19])[CH3:18], predict the reactants needed to synthesize it. The reactants are: [H-].[Na+].[C:3]([C:5]1[CH:10]=[CH:9][C:8]([CH2:11][CH2:12][NH:13][C:14](=[O:20])[O:15][C:16]([CH3:19])([CH3:18])[CH3:17])=[CH:7][CH:6]=1)#[N:4].CN(C)C=O.Br[CH2:27][CH2:28][CH2:29][Cl:30]. (4) Given the product [Cl:21][C:22]1[CH:23]=[C:24]([CH:28]=[CH:29][CH:30]=1)[CH2:25][CH2:26][N:15]1[CH2:16][C:17](=[O:18])[N:13]([C:11]2[CH:10]=[N:9][N:8]([CH2:7][C:6]3[C:2]([CH3:1])=[N:3][O:4][C:5]=3[CH3:20])[CH:12]=2)[C:14]1=[O:19], predict the reactants needed to synthesize it. The reactants are: [CH3:1][C:2]1[C:6]([CH2:7][N:8]2[CH:12]=[C:11]([N:13]3[C:17](=[O:18])[CH2:16][NH:15][C:14]3=[O:19])[CH:10]=[N:9]2)=[C:5]([CH3:20])[O:4][N:3]=1.[Cl:21][C:22]1[CH:23]=[C:24]([CH:28]=[CH:29][CH:30]=1)[CH2:25][CH2:26]Br.